Binary Classification. Given a T-cell receptor sequence (or CDR3 region) and an epitope sequence, predict whether binding occurs between them. From a dataset of TCR-epitope binding with 47,182 pairs between 192 epitopes and 23,139 TCRs. (1) The epitope is EILDITPCSF. The TCR CDR3 sequence is CASRDFPSGGSYEQYF. Result: 0 (the TCR does not bind to the epitope). (2) The epitope is FLPRVFSAV. The TCR CDR3 sequence is CASSLGGSDEQFF. Result: 1 (the TCR binds to the epitope). (3) The epitope is NYSGVVTTVMF. The TCR CDR3 sequence is CASSVDAGFTDTQYF. Result: 0 (the TCR does not bind to the epitope). (4) The epitope is AVFDRKSDAK. The TCR CDR3 sequence is CASSSATGAYEQYF. Result: 1 (the TCR binds to the epitope). (5) The epitope is FPRPWLHGL. The TCR CDR3 sequence is CASSQDMKGGSFTGELFF. Result: 1 (the TCR binds to the epitope). (6) The epitope is ILGLPTQTV. The TCR CDR3 sequence is CASSQDVASSYNSPLHF. Result: 0 (the TCR does not bind to the epitope). (7) The epitope is LLMPILTLT. The TCR CDR3 sequence is CASSLDPRRSGWTEAFF. Result: 1 (the TCR binds to the epitope). (8) The epitope is YYRRATRRIR. The TCR CDR3 sequence is CASSLVGQGEGNEQFF. Result: 0 (the TCR does not bind to the epitope). (9) The epitope is ILKEPVHGV. The TCR CDR3 sequence is CASSVVDNEQFF. Result: 0 (the TCR does not bind to the epitope).